This data is from NCI-60 drug combinations with 297,098 pairs across 59 cell lines. The task is: Regression. Given two drug SMILES strings and cell line genomic features, predict the synergy score measuring deviation from expected non-interaction effect. (1) Drug 1: C1=NNC2=C1C(=O)NC=N2. Drug 2: CC(C)CN1C=NC2=C1C3=CC=CC=C3N=C2N. Cell line: UO-31. Synergy scores: CSS=1.99, Synergy_ZIP=-0.839, Synergy_Bliss=-0.411, Synergy_Loewe=-0.636, Synergy_HSA=-0.680. (2) Drug 1: C1=CC=C(C=C1)NC(=O)CCCCCCC(=O)NO. Drug 2: C1=CC(=C(C=C1I)F)NC2=C(C=CC(=C2F)F)C(=O)NOCC(CO)O. Cell line: SW-620. Synergy scores: CSS=59.0, Synergy_ZIP=-2.46, Synergy_Bliss=-4.81, Synergy_Loewe=-7.53, Synergy_HSA=-4.19. (3) Drug 1: C1=NNC2=C1C(=O)NC=N2. Drug 2: N.N.Cl[Pt+2]Cl. Cell line: UO-31. Synergy scores: CSS=20.9, Synergy_ZIP=-7.83, Synergy_Bliss=-3.98, Synergy_Loewe=-10.1, Synergy_HSA=-3.44.